Dataset: Catalyst prediction with 721,799 reactions and 888 catalyst types from USPTO. Task: Predict which catalyst facilitates the given reaction. (1) Reactant: [CH:1]([C:3]1[CH:23]=[CH:22][C:6]2[NH:7][C:8]([C@@H:10]3[CH2:14][CH2:13][CH2:12][N:11]3[C:15]([O:17][C:18]([CH3:21])([CH3:20])[CH3:19])=[O:16])=[N:9][C:5]=2[CH:4]=1)=O.[F:24][C:25]1[CH:31]=[CH:30][C:28]([NH2:29])=[CH:27][CH:26]=1.CC(O)=O.C([BH3-])#N.[Na+]. Product: [F:24][C:25]1[CH:31]=[CH:30][C:28]([NH:29][CH2:1][C:3]2[CH:23]=[CH:22][C:6]3[NH:7][C:8]([C@@H:10]4[CH2:14][CH2:13][CH2:12][N:11]4[C:15]([O:17][C:18]([CH3:21])([CH3:20])[CH3:19])=[O:16])=[N:9][C:5]=3[CH:4]=2)=[CH:27][CH:26]=1. The catalyst class is: 5. (2) Reactant: [F:8][C:7]([F:10])([F:9])[C:6](O[C:6](=[O:11])[C:7]([F:10])([F:9])[F:8])=[O:11].[Br:14][C:15]1[CH:20]=[CH:19][C:18]([N:21]2[CH2:27][CH2:26][CH2:25][CH:24]=[C:23]([N:28]3[CH2:33][CH2:32][O:31][CH2:30][CH2:29]3)[C:22]2=[O:34])=[C:17]([F:35])[CH:16]=1. Product: [Br:14][C:15]1[CH:20]=[CH:19][C:18]([N:21]2[CH2:27][CH2:26][CH2:25][C:24]([C:6](=[O:11])[C:7]([F:8])([F:9])[F:10])=[C:23]([N:28]3[CH2:33][CH2:32][O:31][CH2:30][CH2:29]3)[C:22]2=[O:34])=[C:17]([F:35])[CH:16]=1. The catalyst class is: 143. (3) Reactant: [OH:1][N:2]1[C:10](=[O:11])[C:9]2[C:4](=[CH:5][CH:6]=[CH:7][CH:8]=2)[C:3]1=[O:12].C(N(CC)CC)C.Cl[C:21]1[CH:26]=[CH:25][C:24]([N+:27]([O-:29])=[O:28])=[CH:23][C:22]=1[N+:30]([O-:32])=[O:31]. Product: [N+:27]([C:24]1[CH:23]=[C:22]([N+:30]([O-:32])=[O:31])[CH:21]=[CH:26][C:25]=1[O:1][N:2]1[C:10](=[O:11])[C:9]2[C:4](=[CH:5][CH:6]=[CH:7][CH:8]=2)[C:3]1=[O:12])([O-:29])=[O:28]. The catalyst class is: 21. (4) Reactant: [Br:1]N1C(=O)CCC1=O.N(C(C)(C)C#N)=NC(C)(C)C#N.[CH3:21][O:22][C:23]1[CH:24]=[C:25]2[C:30](=[CH:31][CH:32]=1)[N:29]=[CH:28][CH:27]=[C:26]2[CH3:33]. Product: [Br:1][CH2:33][C:26]1[C:25]2[C:30](=[CH:31][CH:32]=[C:23]([O:22][CH3:21])[CH:24]=2)[N:29]=[CH:28][CH:27]=1. The catalyst class is: 48. (5) Reactant: [C:1]([O:5][C:6](=[O:15])[NH:7][C:8]1[C:13](Br)=[CH:12][CH:11]=[CH:10][N:9]=1)([CH3:4])([CH3:3])[CH3:2].C([Li])CCC.[C:21]1([CH:27]2[CH2:32][CH2:31][C:30](=[O:33])[CH2:29][CH2:28]2)[CH:26]=[CH:25][CH:24]=[CH:23][CH:22]=1. Product: [C:1]([O:5][C:6](=[O:15])[NH:7][C:8]1[C:13]([C:30]2([OH:33])[CH2:29][CH2:28][CH:27]([C:21]3[CH:26]=[CH:25][CH:24]=[CH:23][CH:22]=3)[CH2:32][CH2:31]2)=[CH:12][CH:11]=[CH:10][N:9]=1)([CH3:4])([CH3:3])[CH3:2]. The catalyst class is: 1. (6) Reactant: [F:1][C:2]1[CH:10]=[CH:9][C:5]([C:6]([OH:8])=O)=[CH:4][CH:3]=1.CN(C=O)C.[C:16]([O:20][C:21]([CH3:24])([CH3:23])[CH3:22])(=[O:19])[NH:17][NH2:18].C(Cl)CCl. Product: [C:21]([O:20][C:16]([NH:17][NH:18][C:6](=[O:8])[C:5]1[CH:4]=[CH:3][C:2]([F:1])=[CH:10][CH:9]=1)=[O:19])([CH3:24])([CH3:23])[CH3:22]. The catalyst class is: 385. (7) Reactant: [CH3:1][N:2]([CH3:13])[CH2:3][C:4]1[CH:9]=[CH:8][C:7]([N+:10]([O-])=O)=[CH:6][CH:5]=1. Product: [CH3:13][N:2]([CH2:3][C:4]1[CH:5]=[CH:6][C:7]([NH2:10])=[CH:8][CH:9]=1)[CH3:1]. The catalyst class is: 180.